This data is from Reaction yield outcomes from USPTO patents with 853,638 reactions. The task is: Predict the reaction yield, written as a fraction of the theoretical maximum amount of product (1.0 means a 100% yield; for example, 0.34 means a 34% yield). The reactants are [CH:1]([NH:4][C:5]([C:7]1[C:15]2[C:10](=[N:11][CH:12]=[C:13]([C:16]3[C:24]4[C:19](=[CH:20][C:21]([Cl:26])=[CH:22][C:23]=4[F:25])[N:18]([CH3:27])[N:17]=3)[N:14]=2)[N:9](COCC[Si](C)(C)C)[CH:8]=1)=[O:6])([CH3:3])[CH3:2].FC(F)(F)C(O)=O.C(N)CN.O. The catalyst is ClCCl.C(OCC)(=O)C. The product is [CH:1]([NH:4][C:5]([C:7]1[C:15]2[C:10](=[N:11][CH:12]=[C:13]([C:16]3[C:24]4[C:19](=[CH:20][C:21]([Cl:26])=[CH:22][C:23]=4[F:25])[N:18]([CH3:27])[N:17]=3)[N:14]=2)[NH:9][CH:8]=1)=[O:6])([CH3:3])[CH3:2]. The yield is 0.980.